This data is from Catalyst prediction with 721,799 reactions and 888 catalyst types from USPTO. The task is: Predict which catalyst facilitates the given reaction. (1) Product: [Cl:6][C:7]1[CH:16]=[CH:15][CH:14]=[CH:13][C:8]=1[CH2:9][NH:10][C:11](=[O:12])[N:2]([CH2:3][CH2:4][OH:5])[CH3:1]. Reactant: [CH3:1][NH:2][CH2:3][CH2:4][OH:5].[Cl:6][C:7]1[CH:16]=[CH:15][CH:14]=[CH:13][C:8]=1[CH2:9][N:10]=[C:11]=[O:12]. The catalyst class is: 1. (2) Product: [C:1]([N:8]1[CH2:9][CH2:10][C:11]([CH2:14][NH:15][S:30]([CH3:29])(=[O:32])=[O:31])([CH:16]2[CH2:21][CH2:20][CH2:19][CH2:18][CH2:17]2)[CH2:12][CH2:13]1)([O:3][C:4]([CH3:6])([CH3:7])[CH3:5])=[O:2]. Reactant: [C:1]([N:8]1[CH2:13][CH2:12][C:11]([CH:16]2[CH2:21][CH2:20][CH2:19][CH2:18][CH2:17]2)([CH2:14][NH2:15])[CH2:10][CH2:9]1)([O:3][C:4]([CH3:7])([CH3:6])[CH3:5])=[O:2].C(N(CC)CC)C.[CH3:29][S:30](Cl)(=[O:32])=[O:31]. The catalyst class is: 2. (3) Reactant: [C:1]([O:4][C:5]1[CH:10]=[CH:9][C:8]([CH2:11][C:12]([OH:14])=[O:13])=[CH:7][C:6]=1[O:15][CH3:16])(=[O:3])[CH3:2].C1C(=O)N([Cl:24])C(=O)C1.O. Product: [C:1]([O:4][C:5]1[C:6]([O:15][CH3:16])=[CH:7][C:8]([CH2:11][C:12]([OH:14])=[O:13])=[C:9]([Cl:24])[CH:10]=1)(=[O:3])[CH3:2]. The catalyst class is: 3. (4) Product: [F:18][C:14]1[CH:13]=[C:12]2[C:17]([C:9]([C:7]3[CH:6]=[N:5][N:4]([CH2:3][CH2:2][N:32]4[CH2:33][CH2:34][N:29]([CH3:28])[CH2:30][CH2:31]4)[CH:8]=3)=[CH:10][N:11]2[S:19]([C:22]2[CH:27]=[CH:26][CH:25]=[CH:24][CH:23]=2)(=[O:21])=[O:20])=[CH:16][CH:15]=1. The catalyst class is: 23. Reactant: Br[CH2:2][CH2:3][N:4]1[CH:8]=[C:7]([C:9]2[C:17]3[C:12](=[CH:13][C:14]([F:18])=[CH:15][CH:16]=3)[N:11]([S:19]([C:22]3[CH:27]=[CH:26][CH:25]=[CH:24][CH:23]=3)(=[O:21])=[O:20])[CH:10]=2)[CH:6]=[N:5]1.[CH3:28][N:29]1[CH2:34][CH2:33][NH:32][CH2:31][CH2:30]1.C([O-])([O-])=O.[K+].[K+].[Na+].[I-]. (5) Reactant: [Cl:1][C:2]1[CH:3]=[C:4]([CH:7]=[C:8]([O:10][C:11]2[C:12](=[O:28])[N:13]([CH2:21][C:22]3[NH:26][C:25](=[O:27])[NH:24][N:23]=3)[CH:14]=[CH:15][C:16]=2[C:17]([F:20])([F:19])[F:18])[CH:9]=1)[C:5]#[N:6].[C:29]([O-])([O-])=O.[K+].[K+].CI.CC(OO)=O. Product: [Cl:1][C:2]1[CH:3]=[C:4]([CH:7]=[C:8]([O:10][C:11]2[C:12](=[O:28])[N:13]([CH2:21][C:22]3[N:26]([CH3:29])[C:25](=[O:27])[NH:24][N:23]=3)[CH:14]=[CH:15][C:16]=2[C:17]([F:19])([F:20])[F:18])[CH:9]=1)[C:5]#[N:6]. The catalyst class is: 3. (6) Reactant: [OH:1][C:2]1[CH:6]=[C:5]([C:7]([O:9][CH3:10])=[O:8])[N:4]([CH3:11])[N:3]=1.Br[CH2:13][CH2:14][O:15][CH3:16].C(=O)([O-])[O-].[K+].[K+]. Product: [CH3:16][O:15][CH2:14][CH2:13][O:1][C:2]1[CH:6]=[C:5]([C:7]([O:9][CH3:10])=[O:8])[N:4]([CH3:11])[N:3]=1. The catalyst class is: 9. (7) Reactant: [NH3:1].[Br:2][C:3]1[C:12]2[C:7](=[CH:8][CH:9]=[CH:10][CH:11]=2)[C:6]([CH2:13]Br)=[CH:5][CH:4]=1.[ClH:15]. Product: [ClH:15].[Br:2][C:3]1[C:12]2[C:7](=[CH:8][CH:9]=[CH:10][CH:11]=2)[C:6]([CH2:13][NH2:1])=[CH:5][CH:4]=1. The catalyst class is: 2.